From a dataset of Reaction yield outcomes from USPTO patents with 853,638 reactions. Predict the reaction yield, written as a fraction of the theoretical maximum amount of product (1.0 means a 100% yield; for example, 0.34 means a 34% yield). (1) The reactants are C([N:8]1[C:16]([CH3:18])([CH3:17])[C:15]2[C:10](=[CH:11][CH:12]=[CH:13][CH:14]=2)[C:9]1([CH3:20])[CH3:19])C1C=CC=CC=1. The catalyst is CC(O)=O.[Pd]. The product is [CH3:17][C:16]1([CH3:18])[C:15]2[C:10](=[CH:11][CH:12]=[CH:13][CH:14]=2)[C:9]([CH3:20])([CH3:19])[NH:8]1. The yield is 0.950. (2) The reactants are Cl.[NH2:2][C:3]1[C:4]2[C:14]([O:15][CH2:16][C:17]([NH2:20])([CH3:19])[CH3:18])=[CH:13][CH:12]=[CH:11][C:5]=2[NH:6][S:7](=[O:10])(=[O:9])[N:8]=1.[N:21]1[CH:26]=[CH:25][C:24]([C:27](O)=[O:28])=[N:23][CH:22]=1. No catalyst specified. The product is [NH2:2][C:3]1[C:4]2[C:14]([O:15][CH2:16][C:17]([NH:20][C:27]([C:24]3[CH:25]=[CH:26][N:21]=[CH:22][N:23]=3)=[O:28])([CH3:18])[CH3:19])=[CH:13][CH:12]=[CH:11][C:5]=2[NH:6][S:7](=[O:10])(=[O:9])[N:8]=1. The yield is 0.280. (3) The reactants are Br[C:2]1[C:3]([C:14]2[CH:19]=[CH:18][C:17]([CH3:20])=[CH:16][CH:15]=2)=[C:4]([CH3:13])[C:5]2[O:9][C:8]([CH3:11])([CH3:10])[CH2:7][C:6]=2[CH:12]=1.[C:21]1([N:27]2[CH2:32][CH2:31][NH:30][CH2:29][CH2:28]2)[CH:26]=[CH:25][CH:24]=[CH:23][CH:22]=1. No catalyst specified. The product is [CH3:10][C:8]1([CH3:11])[CH2:7][C:6]2[CH:12]=[C:2]([N:30]3[CH2:31][CH2:32][N:27]([C:21]4[CH:26]=[CH:25][CH:24]=[CH:23][CH:22]=4)[CH2:28][CH2:29]3)[C:3]([C:14]3[CH:19]=[CH:18][C:17]([CH3:20])=[CH:16][CH:15]=3)=[C:4]([CH3:13])[C:5]=2[O:9]1. The yield is 0.110. (4) The reactants are FC(F)(F)S(O[C:7]1[CH2:8][CH2:9][N:10]([C:13]([O:15][C:16]([CH3:19])([CH3:18])[CH3:17])=[O:14])[CH2:11][CH:12]=1)(=O)=O.[B:22]1([B:22]2[O:26][C:25]([CH3:28])([CH3:27])[C:24]([CH3:30])([CH3:29])[O:23]2)[O:26][C:25]([CH3:28])([CH3:27])[C:24]([CH3:30])([CH3:29])[O:23]1.C([O-])(=O)C.[K+]. The catalyst is O1CCOCC1. The product is [C:16]([O:15][C:13]([N:10]1[CH2:11][CH:12]=[C:7]([B:22]2[O:26][C:25]([CH3:28])([CH3:27])[C:24]([CH3:30])([CH3:29])[O:23]2)[CH2:8][CH2:9]1)=[O:14])([CH3:19])([CH3:18])[CH3:17]. The yield is 0.510. (5) The reactants are [N:1]([C@H:4]1[C@@H:9]([CH3:10])[CH2:8][N:7]([C:11]2[CH:16]=[CH:15][N:14]=[CH:13][C:12]=2[NH:17][C:18](=[O:34])[C:19]2[CH:24]=[CH:23][C:22]([F:25])=[C:21]([C:26]3[C:31]([F:32])=[CH:30][CH:29]=[CH:28][C:27]=3[F:33])[N:20]=2)[CH2:6][C@H:5]1[NH:35][C:36](=[O:42])[O:37][C:38]([CH3:41])([CH3:40])[CH3:39])=[N+:2]=[N-:3].C.[CH:44]#[C:45][CH3:46].C(N(CC)CC)C. The catalyst is O1CCOCC1.[Cu]. The product is [F:32][C:31]1[CH:30]=[CH:29][CH:28]=[C:27]([F:33])[C:26]=1[C:21]1[N:20]=[C:19]([C:18]([NH:17][C:12]2[CH:13]=[N:14][CH:15]=[CH:16][C:11]=2[N:7]2[CH2:8][C@H:9]([CH3:10])[C@H:4]([N:1]3[CH:44]=[C:45]([CH3:46])[N:3]=[N:2]3)[C@H:5]([NH:35][C:36](=[O:42])[O:37][C:38]([CH3:41])([CH3:40])[CH3:39])[CH2:6]2)=[O:34])[CH:24]=[CH:23][C:22]=1[F:25]. The yield is 0.950.